This data is from TCR-epitope binding with 47,182 pairs between 192 epitopes and 23,139 TCRs. The task is: Binary Classification. Given a T-cell receptor sequence (or CDR3 region) and an epitope sequence, predict whether binding occurs between them. (1) The epitope is SSTFNVPMEKLK. The TCR CDR3 sequence is CASKTEAFF. Result: 1 (the TCR binds to the epitope). (2) The epitope is NLVPMVATV. The TCR CDR3 sequence is CSAPGPGVSVEKLFF. Result: 0 (the TCR does not bind to the epitope). (3) The epitope is GLCTLVAML. The TCR CDR3 sequence is CASRGFSDQPQHF. Result: 1 (the TCR binds to the epitope). (4) The epitope is ILHCANFNV. The TCR CDR3 sequence is CASSYGQGLSNQPQHF. Result: 0 (the TCR does not bind to the epitope). (5) The TCR CDR3 sequence is CASSLGGRNTEAFF. The epitope is GTITSGWTF. Result: 1 (the TCR binds to the epitope). (6) The epitope is ILGLPTQTV. The TCR CDR3 sequence is CASSLGGYSPLHF. Result: 0 (the TCR does not bind to the epitope).